This data is from Peptide-MHC class II binding affinity with 134,281 pairs from IEDB. The task is: Regression. Given a peptide amino acid sequence and an MHC pseudo amino acid sequence, predict their binding affinity value. This is MHC class II binding data. (1) The peptide sequence is SGHVIPACKNLSPSA. The MHC is DRB4_0101 with pseudo-sequence DRB4_0103. The binding affinity (normalized) is 0.151. (2) The peptide sequence is VIKDATSLLNGLDFS. The MHC is DRB1_0101 with pseudo-sequence DRB1_0101. The binding affinity (normalized) is 0.483.